From a dataset of Catalyst prediction with 721,799 reactions and 888 catalyst types from USPTO. Predict which catalyst facilitates the given reaction. (1) Reactant: [C:1]1(=[O:8])[CH2:7][CH2:6][CH2:5][CH2:4][CH2:3][CH2:2]1.[Li+].CC([N-]C(C)C)C.Br[CH2:18][C:19]1[CH:24]=[CH:23][CH:22]=[C:21]([F:25])[CH:20]=1. Product: [F:25][C:21]1[CH:20]=[C:19]([CH:24]=[CH:23][CH:22]=1)[CH2:18][CH:2]1[CH2:3][CH2:4][CH2:5][CH2:6][CH2:7][C:1]1=[O:8]. The catalyst class is: 1. (2) Reactant: [NH2:1][CH:2]([C:8]1[CH:13]=[CH:12][C:11]([O:14][C:15]([F:18])([F:17])[F:16])=[CH:10][CH:9]=1)[C:3]([O:5][CH2:6][CH3:7])=[O:4].[C:19](OC([O-])=O)([O:21][C:22]([CH3:25])([CH3:24])[CH3:23])=[O:20]. Product: [CH2:6]([O:5][C:3](=[O:4])[CH:2]([NH:1][C:19]([O:21][C:22]([CH3:25])([CH3:24])[CH3:23])=[O:20])[C:8]1[CH:13]=[CH:12][C:11]([O:14][C:15]([F:16])([F:17])[F:18])=[CH:10][CH:9]=1)[CH3:7]. The catalyst class is: 7. (3) Reactant: [CH3:1][O:2][C:3]([C@H:5]1[CH2:9][C@@H:8]([OH:10])[C@@H:7]([NH:11][C:12]([C:14]2[S:15][C:16]([Cl:19])=[CH:17][CH:18]=2)=[O:13])[CH2:6]1)=[O:4].C(N(C(C)C)C(C)C)C.[S:29](Cl)([CH3:32])(=[O:31])=[O:30]. Product: [CH3:1][O:2][C:3]([C@H:5]1[CH2:9][C@@H:8]([O:10][S:29]([CH3:32])(=[O:31])=[O:30])[C@@H:7]([NH:11][C:12]([C:14]2[S:15][C:16]([Cl:19])=[CH:17][CH:18]=2)=[O:13])[CH2:6]1)=[O:4]. The catalyst class is: 34. (4) Reactant: [OH:1][CH:2]([C:6]1[CH:11]=[CH:10][C:9]([C:12]2[N:16]=[C:15]([C:17]3[O:21][N:20]=[C:19]([C:22]4[CH:27]=[CH:26][CH:25]=[CH:24][CH:23]=4)[C:18]=3[C:28]([F:31])([F:30])[F:29])[O:14][N:13]=2)=[CH:8][CH:7]=1)[C:3]([OH:5])=O.[NH2:32][C@H:33]([CH:36]([CH3:38])[CH3:37])[C:34]#[N:35].CN(C(ON1N=NC2C=CC=NC1=2)=[N+](C)C)C.F[P-](F)(F)(F)(F)F.CN1CCOCC1. Product: [C:34]([C@H:33]([NH:32][C:3](=[O:5])[CH:2]([OH:1])[C:6]1[CH:7]=[CH:8][C:9]([C:12]2[N:16]=[C:15]([C:17]3[O:21][N:20]=[C:19]([C:22]4[CH:23]=[CH:24][CH:25]=[CH:26][CH:27]=4)[C:18]=3[C:28]([F:29])([F:30])[F:31])[O:14][N:13]=2)=[CH:10][CH:11]=1)[CH:36]([CH3:38])[CH3:37])#[N:35]. The catalyst class is: 3.